This data is from Reaction yield outcomes from USPTO patents with 853,638 reactions. The task is: Predict the reaction yield, written as a fraction of the theoretical maximum amount of product (1.0 means a 100% yield; for example, 0.34 means a 34% yield). (1) The reactants are Cl[C:2]1[CH:17]=[C:16]([NH:18][CH:19]([CH3:21])[CH3:20])[C:5]([C:6]([NH:8][CH2:9][C@@H:10]([F:15])[C:11]([OH:14])([CH3:13])[CH3:12])=[O:7])=[CH:4][N:3]=1.CC1(C)C2C(=C(P(C3C=CC=CC=3)C3C=CC=CC=3)C=CC=2)OC2C(P(C3C=CC=CC=3)C3C=CC=CC=3)=CC=CC1=2.[NH2:64][C:65]1[CH:72]=[CH:71][C:68]([C:69]#[N:70])=[CH:67][N:66]=1.C([O-])([O-])=O.[Na+].[Na+]. The catalyst is O1C=COC=C1.O.C(OCC)(=O)C.C1C=CC(/C=C/C(/C=C/C2C=CC=CC=2)=O)=CC=1.C1C=CC(/C=C/C(/C=C/C2C=CC=CC=2)=O)=CC=1.C1C=CC(/C=C/C(/C=C/C2C=CC=CC=2)=O)=CC=1.[Pd].[Pd]. The product is [C:69]([C:68]1[CH:71]=[CH:72][C:65]([NH:64][C:2]2[CH:17]=[C:16]([NH:18][CH:19]([CH3:21])[CH3:20])[C:5]([C:6]([NH:8][CH2:9][C@@H:10]([F:15])[C:11]([OH:14])([CH3:13])[CH3:12])=[O:7])=[CH:4][N:3]=2)=[N:66][CH:67]=1)#[N:70]. The yield is 0.210. (2) The reactants are [C:1]([C:3]1[CH:4]=[C:5]([CH:9]=[CH:10][C:11]=1[O:12][CH:13]([CH3:15])[CH3:14])[C:6](O)=O)#[N:2].[NH:16]([C:18](=[S:20])[NH2:19])[NH2:17].P(Cl)(Cl)(Cl)=O.[OH-].[Na+]. No catalyst specified. The product is [NH2:19][C:18]1[S:20][C:6]([C:5]2[CH:9]=[CH:10][C:11]([O:12][CH:13]([CH3:15])[CH3:14])=[C:3]([CH:4]=2)[C:1]#[N:2])=[N:17][N:16]=1. The yield is 0.990.